From a dataset of Reaction yield outcomes from USPTO patents with 853,638 reactions. Predict the reaction yield, written as a fraction of the theoretical maximum amount of product (1.0 means a 100% yield; for example, 0.34 means a 34% yield). The reactants are Cl.[Cl:2][C:3]1[CH:8]=[C:7]([Cl:9])[CH:6]=[CH:5][C:4]=1[C:10]1[N:11]=[C:12]([N:15]2[CH2:20][CH2:19][N:18](C(OC(C)(C)C)=O)[CH2:17][CH2:16]2)[S:13][CH:14]=1. The catalyst is C(OCC)(=O)C. The product is [Cl:2][C:3]1[CH:8]=[C:7]([Cl:9])[CH:6]=[CH:5][C:4]=1[C:10]1[N:11]=[C:12]([N:15]2[CH2:16][CH2:17][NH:18][CH2:19][CH2:20]2)[S:13][CH:14]=1. The yield is 0.833.